This data is from Serine/threonine kinase 33 screen with 319,792 compounds. The task is: Binary Classification. Given a drug SMILES string, predict its activity (active/inactive) in a high-throughput screening assay against a specified biological target. (1) The compound is O=C(NC1CCCc2n(ncc12)c1c(c(ccc1)C)C)CCOC. The result is 0 (inactive). (2) The molecule is O=C(NC1CCCCC1)N(CCN(CC)CC)Cc1cc2c([nH]c1=O)cc(cc2)C. The result is 0 (inactive). (3) The drug is S=C(N(C1CC(=O)N(C1=O)c1ccc(F)cc1)Cc1cc2OCOc2cc1)NCC. The result is 0 (inactive). (4) The compound is Clc1ccc(N(CC(=O)NCC2OCCC2)C(=O)CNS(=O)(=O)c2ccccc2)cc1. The result is 0 (inactive). (5) The drug is O=C1N(CC(C1)c1n(c2c(n1)cccc2)CCC)c1ccc(cc1)C. The result is 0 (inactive). (6) The molecule is Fc1cc(C(=O)/C=C\c2c3OCOCc3cc(c2)C(O)=O)c(O)cc1. The result is 0 (inactive). (7) The compound is ClCC(=O)N(c1c2c(n(c1)C(=O)C)cccc2)c1ccc(Cl)cc1. The result is 0 (inactive). (8) The result is 0 (inactive). The molecule is S(=O)(=O)(N)c1ccc(N\C=C2/C(=NN(C2=O)c2ccccc2)C)cc1.